Dataset: Full USPTO retrosynthesis dataset with 1.9M reactions from patents (1976-2016). Task: Predict the reactants needed to synthesize the given product. (1) Given the product [CH2:21]([C:20]1[N:8]([C:2]2[CH:7]=[CH:6][CH:5]=[CH:4][CH:3]=2)[N:9]=[CH:17][N:19]=1)[C:22]1[CH:27]=[CH:26][CH:25]=[CH:24][CH:23]=1, predict the reactants needed to synthesize it. The reactants are: Cl.[C:2]1([NH:8][NH2:9])[CH:7]=[CH:6][CH:5]=[CH:4][CH:3]=1.C(N(CC)CC)C.[CH:17]([NH:19][C:20](=O)[CH2:21][C:22]1[CH:27]=[CH:26][CH:25]=[CH:24][CH:23]=1)=O. (2) Given the product [OH:4][C:3]1[CH:5]=[CH:6][C:7]([I:10])=[CH:8][C:2]=1[CH:1]=[O:9], predict the reactants needed to synthesize it. The reactants are: [CH:1](=[O:9])[C:2]1[C:3](=[CH:5][CH:6]=[CH:7][CH:8]=1)[OH:4].[I:10]Cl. (3) Given the product [Cl:39][C:16]1[CH:17]=[C:18]([C:21]2[CH2:25][C:24]([C:30]3[CH:35]=[C:34]([Cl:36])[C:33]([Cl:37])=[C:32]([Cl:38])[CH:31]=3)([C:26]([F:29])([F:27])[F:28])[O:23][N:22]=2)[CH:19]=[CH:20][C:15]=1[CH2:14][NH:13][C:11](=[O:12])[CH2:10][S:6][CH2:5][C:4]([F:8])([F:7])[F:3], predict the reactants needed to synthesize it. The reactants are: [H-].[Na+].[F:3][C:4]([F:8])([F:7])[CH2:5][SH:6].Br[CH2:10][C:11]([NH:13][CH2:14][C:15]1[CH:20]=[CH:19][C:18]([C:21]2[CH2:25][C:24]([C:30]3[CH:35]=[C:34]([Cl:36])[C:33]([Cl:37])=[C:32]([Cl:38])[CH:31]=3)([C:26]([F:29])([F:28])[F:27])[O:23][N:22]=2)=[CH:17][C:16]=1[Cl:39])=[O:12].[Cl-].[NH4+]. (4) Given the product [F:1][C:2]1[CH:3]=[CH:4][C:5]([C:8]2[N:9]=[C:10]([CH:13]([CH3:16])[CH2:14][NH2:15])[S:11][CH:12]=2)=[CH:6][CH:7]=1, predict the reactants needed to synthesize it. The reactants are: [F:1][C:2]1[CH:7]=[CH:6][C:5]([C:8]2[N:9]=[C:10]([CH:13]([CH3:16])[C:14]#[N:15])[S:11][CH:12]=2)=[CH:4][CH:3]=1.B.CO.Cl. (5) Given the product [F:1][B-:2]([F:5])([F:4])[F:3].[CH3:30][C:31]1[CH:38]=[CH:37][C:34]([CH2:35][N+:36]2[C:12]([C:6]3[CH:11]=[CH:10][CH:9]=[CH:8][CH:7]=3)=[CH:17][C:16]([C:18]3[CH:23]=[CH:22][CH:21]=[CH:20][CH:19]=3)=[CH:15][C:14]=2[C:24]2[CH:29]=[CH:28][CH:27]=[CH:26][CH:25]=2)=[CH:33][CH:32]=1, predict the reactants needed to synthesize it. The reactants are: [F:1][B-:2]([F:5])([F:4])[F:3].[C:6]1([C:12]2[CH:17]=[C:16]([C:18]3[CH:23]=[CH:22][CH:21]=[CH:20][CH:19]=3)[CH:15]=[C:14]([C:24]3[CH:29]=[CH:28][CH:27]=[CH:26][CH:25]=3)[O+]=2)[CH:11]=[CH:10][CH:9]=[CH:8][CH:7]=1.[CH3:30][C:31]1[CH:38]=[CH:37][C:34]([CH2:35][NH2:36])=[CH:33][CH:32]=1. (6) Given the product [F:8][C:2]([F:9])([C:23]([C:20]1[CH:19]=[CH:18][C:17]([C:14]2[CH:13]=[CH:12][C:11]([F:10])=[CH:16][N:15]=2)=[CH:22][CH:21]=1)([OH:25])[CH3:24])[C:3]([O:5][CH2:6][CH3:7])=[O:4], predict the reactants needed to synthesize it. The reactants are: Br[C:2]([F:9])([F:8])[C:3]([O:5][CH2:6][CH3:7])=[O:4].[F:10][C:11]1[CH:12]=[CH:13][C:14]([C:17]2[CH:22]=[CH:21][C:20]([C:23](=[O:25])[CH3:24])=[CH:19][CH:18]=2)=[N:15][CH:16]=1.[I-].[I-].[Sm+2]. (7) Given the product [CH2:39]([NH:41][C:4]([C:6]1[CH:10]=[C:9]([C:11]2[CH:16]=[C:15]([CH2:17][CH:18]([CH3:19])[CH3:20])[C:14]([O:21][CH2:22][C:23]3[CH:24]=[CH:25][CH:26]=[CH:27][CH:28]=3)=[CH:13][C:12]=2[O:29][CH2:30][C:31]2[CH:36]=[CH:35][CH:34]=[CH:33][CH:32]=2)[O:8][N:7]=1)=[O:3])[CH3:40], predict the reactants needed to synthesize it. The reactants are: C([O:3][C:4]([C:6]1[CH:10]=[C:9]([C:11]2[CH:16]=[C:15]([CH2:17][CH:18]([CH3:20])[CH3:19])[C:14]([O:21][CH2:22][C:23]3[CH:28]=[CH:27][CH:26]=[CH:25][CH:24]=3)=[CH:13][C:12]=2[O:29][CH2:30][C:31]2[CH:36]=[CH:35][CH:34]=[CH:33][CH:32]=2)[O:8][N:7]=1)=O)C.CO.[CH2:39]([NH2:41])[CH3:40].